From a dataset of Peptide-MHC class I binding affinity with 185,985 pairs from IEDB/IMGT. Regression. Given a peptide amino acid sequence and an MHC pseudo amino acid sequence, predict their binding affinity value. This is MHC class I binding data. (1) The peptide sequence is THYDHVLIEL. The MHC is Mamu-A07 with pseudo-sequence Mamu-A07. The binding affinity (normalized) is 0.756. (2) The peptide sequence is LAGYILTVL. The MHC is HLA-A02:01 with pseudo-sequence HLA-A02:01. The binding affinity (normalized) is 0.135. (3) The peptide sequence is LAAPPPQRA. The MHC is HLA-A02:02 with pseudo-sequence HLA-A02:02. The binding affinity (normalized) is 0.308. (4) The peptide sequence is MQQCIDFTF. The MHC is Mamu-B17 with pseudo-sequence Mamu-B17. The binding affinity (normalized) is 0.374.